Task: Predict the reactants needed to synthesize the given product.. Dataset: Full USPTO retrosynthesis dataset with 1.9M reactions from patents (1976-2016) (1) Given the product [Cl:1][C:2]1[CH:7]=[CH:6][C:5]([C:8]([N:13]2[C:21]3[C:16](=[C:17]([NH:22][C:23](=[O:29])[O:24][C:25]([CH3:28])([CH3:27])[CH3:26])[CH:18]=[CH:19][CH:20]=3)[CH:15]=[N:14]2)([CH2:11][CH3:12])[CH:9]([OH:10])[CH3:30])=[CH:4][CH:3]=1, predict the reactants needed to synthesize it. The reactants are: [Cl:1][C:2]1[CH:7]=[CH:6][C:5]([C:8]([N:13]2[C:21]3[C:16](=[C:17]([NH:22][C:23](=[O:29])[O:24][C:25]([CH3:28])([CH3:27])[CH3:26])[CH:18]=[CH:19][CH:20]=3)[CH:15]=[N:14]2)([CH2:11][CH3:12])[CH:9]=[O:10])=[CH:4][CH:3]=1.[CH3:30][Mg]Br.[NH4+].[Cl-]. (2) Given the product [NH2:11][CH2:10][C@@H:9]([NH:14][S@:15]([C:17]([CH3:20])([CH3:19])[CH3:18])=[O:16])[C:4]1[CH:5]=[C:6]([F:8])[CH:7]=[C:2]([Br:1])[CH:3]=1, predict the reactants needed to synthesize it. The reactants are: [Br:1][C:2]1[CH:3]=[C:4]([C@H:9]([NH:14][S@:15]([C:17]([CH3:20])([CH3:19])[CH3:18])=[O:16])[CH2:10][N+:11]([O-])=O)[CH:5]=[C:6]([F:8])[CH:7]=1.[H][H]. (3) Given the product [N:96]1[CH:97]=[CH:98][CH:99]=[CH:100][C:95]=1[CH2:94][NH:63][CH2:64][C:65]1[CH:70]=[CH:69][C:68]([CH2:71][N:72]([CH2:83][C:84]2[O:85][C:86]3[CH:92]=[C:91]([CH3:93])[CH:90]=[CH:89][C:87]=3[N:88]=2)[CH:73]2[C:82]3[N:81]=[CH:80][CH:79]=[CH:78][C:77]=3[CH2:76][CH2:75][CH2:74]2)=[CH:67][CH:66]=1, predict the reactants needed to synthesize it. The reactants are: ClCC1OC2C=CC(C)=CC=2N=1.C(OC(N(CC1C=CC=CN=1)CC1C=CC(CNC2C3N=CC=CC=3CCC2)=CC=1)=O)(C)(C)C.C(N(C(C)C)CC)(C)C.C(OC([N:63]([CH2:94][C:95]1[CH:100]=[CH:99][CH:98]=[CH:97][N:96]=1)[CH2:64][C:65]1[CH:70]=[CH:69][C:68]([CH2:71][N:72]([CH2:83][C:84]2[O:85][C:86]3[CH:92]=[C:91]([CH3:93])[CH:90]=[CH:89][C:87]=3[N:88]=2)[CH:73]2[C:82]3[N:81]=[CH:80][CH:79]=[CH:78][C:77]=3[CH2:76][CH2:75][CH2:74]2)=[CH:67][CH:66]=1)=O)(C)(C)C. (4) Given the product [F:1][C:2]1[CH:29]=[C:28]([F:30])[CH:27]=[CH:26][C:3]=1[CH2:4][O:5][C:6]1[CH:11]=[C:10]([CH3:12])[N:9]([C:13]2[CH:14]=[C:15]([CH:20]=[CH:21][C:22]=2[CH3:23])[C:16]([OH:18])=[O:17])[C:8](=[O:24])[C:7]=1[Br:25], predict the reactants needed to synthesize it. The reactants are: [F:1][C:2]1[CH:29]=[C:28]([F:30])[CH:27]=[CH:26][C:3]=1[CH2:4][O:5][C:6]1[CH:11]=[C:10]([CH3:12])[N:9]([C:13]2[CH:14]=[C:15]([CH:20]=[CH:21][C:22]=2[CH3:23])[C:16]([O:18]C)=[O:17])[C:8](=[O:24])[C:7]=1[Br:25].[OH-].[Na+].CC#N.Cl.